Dataset: Forward reaction prediction with 1.9M reactions from USPTO patents (1976-2016). Task: Predict the product of the given reaction. (1) Given the reactants [Si:1]([O:18][CH2:19][CH2:20][NH:21][CH2:22]C)([C:14]([CH3:17])([CH3:16])[CH3:15])([C:8]1[CH:13]=[CH:12][CH:11]=[CH:10][CH:9]=1)[C:2]1[CH:7]=[CH:6][CH:5]=[CH:4][CH:3]=1.CNCCO, predict the reaction product. The product is: [Si:1]([O:18][CH2:19][CH2:20][NH:21][CH3:22])([C:14]([CH3:16])([CH3:17])[CH3:15])([C:8]1[CH:9]=[CH:10][CH:11]=[CH:12][CH:13]=1)[C:2]1[CH:3]=[CH:4][CH:5]=[CH:6][CH:7]=1. (2) Given the reactants [CH3:1][O:2][CH2:3][C:4]1[N:9]=[CH:8][C:7]([O:10][C:11]2[CH:17]=[CH:16][C:14]([NH2:15])=[C:13]([O:18][CH:19]3[CH2:24][CH2:23][O:22][CH2:21][CH2:20]3)[CH:12]=2)=[CH:6][CH:5]=1.[N:25]([O-])=O.[Na+].[CH3:29][CH:30](C(C)=O)[C:31]([O:33][CH2:34][CH3:35])=[O:32].[OH-].[K+], predict the reaction product. The product is: [CH3:1][O:2][CH2:3][C:4]1[N:9]=[CH:8][C:7]([O:10][C:11]2[CH:17]=[CH:16][C:14]([NH:15]/[N:25]=[C:30](\[CH3:29])/[C:31]([O:33][CH2:34][CH3:35])=[O:32])=[C:13]([O:18][CH:19]3[CH2:24][CH2:23][O:22][CH2:21][CH2:20]3)[CH:12]=2)=[CH:6][CH:5]=1. (3) Given the reactants C([O:8][CH2:9][CH2:10][O:11][C:12]([C:14]1[CH:15]=[C:16]([C:34]2[CH:39]=[CH:38][C:37]([O:40][CH2:41][CH2:42][O:43]CC3C=CC=CC=3)=[CH:36][CH:35]=2)[CH:17]=[C:18]([C:20]2[CH:25]=[CH:24][C:23]([O:26]CC3C=CC=CC=3)=[CH:22][CH:21]=2)[CH:19]=1)=[O:13])C1C=CC=CC=1.C, predict the reaction product. The product is: [OH:8][CH2:9][CH2:10][O:11][C:12]([C:14]1[CH:15]=[C:16]([C:34]2[CH:39]=[CH:38][C:37]([O:40][CH2:41][CH2:42][OH:43])=[CH:36][CH:35]=2)[CH:17]=[C:18]([C:20]2[CH:21]=[CH:22][C:23]([OH:26])=[CH:24][CH:25]=2)[CH:19]=1)=[O:13]. (4) Given the reactants C([CH:4]([C:7]1[C:12]([F:13])=[CH:11][CH:10]=[CH:9][C:8]=1[F:14])[C:5]#[N:6])(=O)C.[C:15]([O-])(=O)[CH3:16].[Na+].S(O)(O)(=O)=O.[CH3:25][NH:26][NH2:27].O, predict the reaction product. The product is: [F:14][C:8]1[CH:9]=[CH:10][CH:11]=[C:12]([F:13])[C:7]=1[C:4]1[C:15]([CH3:16])=[N:27][N:26]([CH3:25])[C:5]=1[NH2:6]. (5) Given the reactants [NH2:1][CH2:2][CH2:3][CH2:4][CH2:5][N:6]1[C:18]2[C:17]3[CH2:16][CH2:15][CH2:14][CH2:13][C:12]=3[N:11]=[C:10]([NH2:19])[C:9]=2[N:8]=[C:7]1[CH3:20].[N:21]1([C:27](Cl)=[O:28])[CH2:26][CH2:25][O:24][CH2:23][CH2:22]1, predict the reaction product. The product is: [NH2:19][C:10]1[C:9]2[N:8]=[C:7]([CH3:20])[N:6]([CH2:5][CH2:4][CH2:3][CH2:2][NH:1][C:27]([N:21]3[CH2:26][CH2:25][O:24][CH2:23][CH2:22]3)=[O:28])[C:18]=2[C:17]2[CH2:16][CH2:15][CH2:14][CH2:13][C:12]=2[N:11]=1. (6) Given the reactants [Br:1][C:2]1[N:7]2[N:8]=[CH:9][N:10]=[C:6]2[C:5]([NH:11][C:12]2[CH:20]=[CH:19][C:15]([C:16]([OH:18])=O)=[CH:14][CH:13]=2)=[N:4][CH:3]=1.ON1C2C=CC=CC=2N=N1.O.C(N=C=NCCCN(C)C)C.[N:43]1[CH:48]=[CH:47][CH:46]=[C:45]([CH2:49][NH2:50])[CH:44]=1, predict the reaction product. The product is: [Br:1][C:2]1[N:7]2[N:8]=[CH:9][N:10]=[C:6]2[C:5]([NH:11][C:12]2[CH:13]=[CH:14][C:15]([C:16]([NH:50][CH2:49][C:45]3[CH:44]=[N:43][CH:48]=[CH:47][CH:46]=3)=[O:18])=[CH:19][CH:20]=2)=[N:4][CH:3]=1. (7) Given the reactants [CH2:1]([N:5]1[C:9]([CH:10]=O)=[C:8]([Cl:12])[N:7]=[C:6]1[C:13]1[C:21]([CH3:22])=[CH:20][CH:19]=[C:18]2[C:14]=1[CH:15]=[N:16][NH:17]2)[CH2:2][CH2:3][CH3:4].[CH3:23][O:24][C:25]1[CH:30]=[CH:29][C:28]([CH:31]2[CH2:36][CH2:35][CH2:34][CH2:33][NH:32]2)=[CH:27][CH:26]=1, predict the reaction product. The product is: [CH2:1]([N:5]1[C:9]([CH2:10][N:32]2[CH2:33][CH2:34][CH2:35][CH2:36][CH:31]2[C:28]2[CH:27]=[CH:26][C:25]([O:24][CH3:23])=[CH:30][CH:29]=2)=[C:8]([Cl:12])[N:7]=[C:6]1[C:13]1[C:21]([CH3:22])=[CH:20][CH:19]=[C:18]2[C:14]=1[CH:15]=[N:16][NH:17]2)[CH2:2][CH2:3][CH3:4]. (8) Given the reactants [CH3:1][O:2][C:3]1[CH:4]=[C:5]([CH:22]=[CH:23][CH:24]=1)[C:6]([NH:8][C:9]1[N:13]([C:14]2[CH:19]=[CH:18][CH:17]=[CH:16][CH:15]=2)[N:12]=[CH:11][C:10]=1[C:20]#[N:21])=O.[OH-:25].[Na+].OO, predict the reaction product. The product is: [CH3:1][O:2][C:3]1[CH:4]=[C:5]([C:6]2[N:8]=[C:9]3[N:13]([C:14]4[CH:19]=[CH:18][CH:17]=[CH:16][CH:15]=4)[N:12]=[CH:11][C:10]3=[C:20]([OH:25])[N:21]=2)[CH:22]=[CH:23][CH:24]=1. (9) Given the reactants [Li+].[OH-].CO.O.[C:6]([C:8]1[C:13]([N:14]2[CH2:19][CH2:18][N:17]([C:20](=[O:26])[CH2:21][C:22]([O:24]C)=[O:23])[C@H:16]([CH:27]([CH3:29])[CH3:28])[CH2:15]2)=[N:12][C:11]([CH:30]2[CH2:32][CH2:31]2)=[C:10]2[CH2:33][O:34][C:35]([CH3:38])([CH3:37])[CH2:36][C:9]=12)#[N:7], predict the reaction product. The product is: [C:6]([C:8]1[C:13]([N:14]2[CH2:19][CH2:18][N:17]([C:20](=[O:26])[CH2:21][C:22]([OH:24])=[O:23])[C@H:16]([CH:27]([CH3:29])[CH3:28])[CH2:15]2)=[N:12][C:11]([CH:30]2[CH2:32][CH2:31]2)=[C:10]2[CH2:33][O:34][C:35]([CH3:38])([CH3:37])[CH2:36][C:9]=12)#[N:7].